From a dataset of Full USPTO retrosynthesis dataset with 1.9M reactions from patents (1976-2016). Predict the reactants needed to synthesize the given product. Given the product [CH:1]([Si:4]([CH:9]([CH3:11])[CH3:10])([CH:6]([CH3:8])[CH3:7])[O:32][C:29]1[CH:28]=[CH:27][C:26]([NH:25][C:24](=[O:33])[O:23][C:19]([CH3:21])([CH3:20])[CH3:22])=[CH:31][CH:30]=1)([CH3:3])[CH3:2], predict the reactants needed to synthesize it. The reactants are: [CH:1]([Si:4]([CH:9]([CH3:11])[CH3:10])([CH:6]([CH3:8])[CH3:7])Cl)([CH3:3])[CH3:2].C(N(CC)CC)C.[C:19]([O:23][C:24](=[O:33])[NH:25][C:26]1[CH:31]=[CH:30][C:29]([OH:32])=[CH:28][CH:27]=1)([CH3:22])([CH3:21])[CH3:20].